From a dataset of Forward reaction prediction with 1.9M reactions from USPTO patents (1976-2016). Predict the product of the given reaction. (1) Given the reactants [CH3:1][O:2][C:3]1[CH:13]=[CH:12][C:6]([CH2:7][O:8]C(=O)C)=[C:5]([N+:14]([O-:16])=[O:15])[CH:4]=1, predict the reaction product. The product is: [CH3:1][O:2][C:3]1[CH:13]=[CH:12][C:6]([CH2:7][OH:8])=[C:5]([N+:14]([O-:16])=[O:15])[CH:4]=1. (2) The product is: [OH:1][CH2:2][C:3]([NH:6][C:7]1[S:8][CH:11]=[C:12]([C:14]2[CH:15]=[C:16]([C:20]#[N:21])[N:17]([CH3:19])[CH:18]=2)[N:9]=1)([CH3:5])[CH3:4]. Given the reactants [OH:1][CH2:2][C:3]([NH:6][C:7]([NH2:9])=[S:8])([CH3:5])[CH3:4].Br[CH2:11][C:12]([C:14]1[CH:15]=[C:16]([C:20]#[N:21])[N:17]([CH3:19])[CH:18]=1)=O, predict the reaction product. (3) Given the reactants O.[Cl:2][C:3]1[CH:8]=[C:7]([CH:9]2[CH2:18][CH2:17][C:12]3(OCC[O:13]3)[CH2:11][CH2:10]2)[CH:6]=[CH:5][C:4]=1[NH:19][C:20](=[O:29])[O:21][CH2:22][C:23]1[CH:28]=[CH:27][CH:26]=[CH:25][CH:24]=1.[OH-].[Na+].C(OCC)(=O)C, predict the reaction product. The product is: [Cl:2][C:3]1[CH:8]=[C:7]([CH:9]2[CH2:18][CH2:17][C:12](=[O:13])[CH2:11][CH2:10]2)[CH:6]=[CH:5][C:4]=1[NH:19][C:20](=[O:29])[O:21][CH2:22][C:23]1[CH:24]=[CH:25][CH:26]=[CH:27][CH:28]=1. (4) The product is: [Cl:34][CH2:35][C:36]([NH:1][CH2:2][C:3]1[CH:8]=[CH:7][C:6]([C:9]2[NH:26][C:12]3[N:13]=[CH:14][N:15]=[C:16]([NH:17][C@@H:18]([C:20]4[CH:25]=[CH:24][CH:23]=[CH:22][CH:21]=4)[CH3:19])[C:11]=3[CH:10]=2)=[CH:5][CH:4]=1)=[O:37]. Given the reactants [NH2:1][CH2:2][C:3]1[CH:8]=[CH:7][C:6]([C:9]2[NH:26][C:12]3[N:13]=[CH:14][N:15]=[C:16]([NH:17][C@@H:18]([C:20]4[CH:25]=[CH:24][CH:23]=[CH:22][CH:21]=4)[CH3:19])[C:11]=3[CH:10]=2)=[CH:5][CH:4]=1.C(N(CC)CC)C.[Cl:34][CH2:35][C:36](Cl)=[O:37], predict the reaction product.